This data is from Reaction yield outcomes from USPTO patents with 853,638 reactions. The task is: Predict the reaction yield, written as a fraction of the theoretical maximum amount of product (1.0 means a 100% yield; for example, 0.34 means a 34% yield). (1) The reactants are [OH-].[Na+].[CH2:3]([C:5]1[O:9][N:8]=[C:7]([C:10]([O:12]CC)=[O:11])[CH:6]=1)[CH3:4]. The catalyst is O.CO. The product is [CH2:3]([C:5]1[O:9][N:8]=[C:7]([C:10]([OH:12])=[O:11])[CH:6]=1)[CH3:4]. The yield is 0.580. (2) The product is [CH2:19]([N:13]([C:5]1[CH:6]=[C:7]([O:11][CH3:12])[C:8]([CH3:10])=[CH:9][C:4]=1[Br:3])[C:14](=[O:18])[CH:15]([CH3:16])[CH3:17])[C:20]1[CH:25]=[CH:24][CH:23]=[CH:22][CH:21]=1. The yield is 0.990. The reactants are [OH-].[K+].[Br:3][C:4]1[CH:9]=[C:8]([CH3:10])[C:7]([O:11][CH3:12])=[CH:6][C:5]=1[NH:13][C:14](=[O:18])[CH:15]([CH3:17])[CH3:16].[CH2:19](Br)[C:20]1[CH:25]=[CH:24][CH:23]=[CH:22][CH:21]=1.O. The catalyst is CS(C)=O. (3) The reactants are Br[C:2]1[CH:3]=[C:4]2[C:8](=[CH:9][C:10]=1[Cl:11])[NH:7][N:6]=[C:5]2[C:12]([OH:14])=[O:13].[C:15]([C:18]1[CH:23]=[CH:22][C:21](B(O)O)=[CH:20][CH:19]=1)(=[O:17])[CH3:16].C(=O)([O-])[O-].[K+].[K+]. The catalyst is C1(C)C=CC=CC=1.CCO.C1C=CC(P(C2C=CC=CC=2)[C-]2C=CC=C2)=CC=1.C1C=CC(P(C2C=CC=CC=2)[C-]2C=CC=C2)=CC=1.Cl[Pd]Cl.[Fe+2]. The product is [C:15]([C:18]1[CH:23]=[CH:22][C:21]([C:2]2[CH:3]=[C:4]3[C:8](=[CH:9][C:10]=2[Cl:11])[NH:7][N:6]=[C:5]3[C:12]([OH:14])=[O:13])=[CH:20][CH:19]=1)(=[O:17])[CH3:16]. The yield is 0.400. (4) The reactants are Cl[C:2]1[C:7]([NH2:8])=[C:6]([Cl:9])[N:5]=[C:4]([NH2:10])[N:3]=1.Cl.[N+:12]([C:15]1[CH:16]=[C:17]([CH:20]=[CH:21][CH:22]=1)[CH2:18]N)([O-:14])=[O:13].C([N:25](CC)CC)C. The catalyst is CCCCO. The product is [Cl:9][C:6]1[N:5]=[C:4]([NH:10][CH2:18][C:17]2[CH:20]=[CH:21][CH:22]=[C:15]([N+:12]([O-:14])=[O:13])[CH:16]=2)[N:3]=[C:2]([NH2:25])[C:7]=1[NH2:8]. The yield is 0.760. (5) The reactants are Br[C:2]1[C:15]2[C:16]3=[C:17]4[C:12](=[CH:13][CH:14]=2)[CH:11]=[CH:10][C:9](Br)=[C:8]4[CH:7]=[CH:6][C:5]3=[CH:4][CH:3]=1.[CH3:19][C:20]1[CH:21]=[C:22]([NH:26][C:27]2[CH:32]=[CH:31][CH:30]=[C:29]([C:33]3([C:46]4[CH:51]=[CH:50][CH:49]=[CH:48][CH:47]=4)[C:45]4[CH:44]=[CH:43][CH:42]=[CH:41][C:40]=4[C:39]4[C:34]3=[CH:35][CH:36]=[CH:37][CH:38]=4)[CH:28]=2)[CH:23]=[CH:24][CH:25]=1.[CH3:52][C:53]([CH3:56])([O-])[CH3:54].[Na+].[C:67](P([C:67]([CH3:70])([CH3:69])[CH3:68])[C:67]([CH3:70])([CH3:69])[CH3:68])([CH3:70])([CH3:69])[CH3:68]. The catalyst is C1C=CC(/C=C/C(/C=C/C2C=CC=CC=2)=O)=CC=1.C1C=CC(/C=C/C(/C=C/C2C=CC=CC=2)=O)=CC=1.[Pd].C1(C)C=CC=CC=1.CCCCCC. The product is [CH3:19][C:20]1[CH:21]=[C:22]([N:26]([C:27]2[CH:32]=[CH:31][CH:30]=[C:29]([C:33]3([C:46]4[CH:51]=[CH:50][CH:49]=[CH:48][CH:47]=4)[C:45]4[CH:44]=[CH:43][CH:42]=[CH:41][C:40]=4[C:39]4[C:34]3=[CH:35][CH:36]=[CH:37][CH:38]=4)[CH:28]=2)[C:2]2[C:15]3=[C:16]4[C:17]5[C:12]([CH:13]=[CH:14]3)=[CH:11][CH:10]=[C:9]([N:26]([C:22]3[CH:21]=[CH:20][CH:69]=[C:67]([CH3:68])[CH:70]=3)[C:27]3[CH:28]=[CH:29][CH:54]=[C:53]([C:56]6([C:49]7[CH:48]=[CH:47][CH:46]=[CH:51][CH:50]=7)[C:41]7[CH:42]=[CH:43][CH:44]=[CH:45][C:40]=7[C:39]7[C:38]6=[CH:37][CH:36]=[CH:35][CH:34]=7)[CH:52]=3)[C:8]=5[CH:7]=[CH:6][C:5]4=[CH:4][CH:3]=2)[CH:23]=[CH:24][CH:25]=1. The yield is 0.670. (6) The reactants are [C:1]([C:4]1[C:22](=[O:23])[C@@:8]2([CH3:24])[C:9]3[C:15]([OH:16])=[CH:14][C:13]([O:17][CH3:18])=[C:12]([C:19]([NH2:21])=[O:20])[C:10]=3[O:11][C:7]2=[CH:6][C:5]=1[OH:25])(=[O:3])[CH3:2].[Cl:26][C:27]1[CH:34]=[CH:33][CH:32]=[CH:31][C:28]=1[CH:29]=O.C([SiH](CC)CC)C.FC(F)(F)C(O)=O. The catalyst is C1(C)C=CC=CC=1. The product is [C:1]([C:4]1[C:22](=[O:23])[C@@:8]2([CH3:24])[C:9]3[C:15]([OH:16])=[CH:14][C:13]([O:17][CH3:18])=[C:12]([C:19]([NH:21][CH2:29][C:28]4[CH:31]=[CH:32][CH:33]=[CH:34][C:27]=4[Cl:26])=[O:20])[C:10]=3[O:11][C:7]2=[CH:6][C:5]=1[OH:25])(=[O:3])[CH3:2]. The yield is 0.530.